From a dataset of Catalyst prediction with 721,799 reactions and 888 catalyst types from USPTO. Predict which catalyst facilitates the given reaction. (1) Reactant: Cl[O-].[Na+].C1COCC1.[CH2:9]([O:16][C:17]1[CH:18]=[C:19](/[CH:24]=[N:25]/[OH:26])[CH:20]=[C:21]([CH3:23])[CH:22]=1)[C:10]1[CH:15]=[CH:14][CH:13]=[CH:12][CH:11]=1.[CH2:27]=[C:28]([CH2:36][C:37]([O:39][C:40]([CH3:43])([CH3:42])[CH3:41])=[O:38])[C:29]([O:31][C:32]([CH3:35])([CH3:34])[CH3:33])=[O:30]. Product: [CH2:9]([O:16][C:17]1[CH:18]=[C:19]([C:24]2[CH2:27][C:28]([CH2:36][C:37]([O:39][C:40]([CH3:41])([CH3:43])[CH3:42])=[O:38])([C:29]([O:31][C:32]([CH3:35])([CH3:33])[CH3:34])=[O:30])[O:26][N:25]=2)[CH:20]=[C:21]([CH3:23])[CH:22]=1)[C:10]1[CH:15]=[CH:14][CH:13]=[CH:12][CH:11]=1. The catalyst class is: 84. (2) Reactant: Br[C:2]1[C:11]([CH:12]([CH3:14])[CH3:13])=[CH:10][C:9]2[C:4](=[CH:5][CH:6]=[C:7]([O:15][CH3:16])[CH:8]=2)[C:3]=1[O:17][CH2:18][O:19][CH3:20].[C:21]1(B(O)O)[CH:26]=[CH:25][CH:24]=[CH:23][CH:22]=1.C([O-])([O-])=O.[Na+].[Na+]. Product: [CH3:13][CH:12]([C:11]1[C:2]([C:21]2[CH:26]=[CH:25][CH:24]=[CH:23][CH:22]=2)=[C:3]([O:17][CH2:18][O:19][CH3:20])[C:4]2[C:9]([CH:10]=1)=[CH:8][C:7]([O:15][CH3:16])=[CH:6][CH:5]=2)[CH3:14]. The catalyst class is: 276. (3) Reactant: [CH2:1]([N:8]1[CH2:13][CH2:12][C:11](=[O:14])[CH:10]([C:15]2[CH:20]=[CH:19][CH:18]=CC=2C)[CH2:9]1)[C:2]1[CH:7]=[CH:6][CH:5]=[CH:4][CH:3]=1.[CH3:22][I:23]. Product: [I-:23].[CH2:1]([N+:8]1([CH3:22])[CH2:13][CH2:12][C:11](=[O:14])[CH:10]([CH2:15][CH2:20][CH2:19][CH3:18])[CH2:9]1)[C:2]1[CH:3]=[CH:4][CH:5]=[CH:6][CH:7]=1. The catalyst class is: 21. (4) Product: [C:17]([C:13]1[CH:12]=[C:11]([NH:10][CH2:9][CH2:8][NH:7][C:5](=[O:6])/[CH:4]=[CH:3]/[C:2]([F:1])([F:27])[C:23]([F:26])([F:24])[F:25])[CH:16]=[CH:15][N:14]=1)(=[O:18])[CH3:22]. Reactant: [F:1][C:2]([F:27])([C:23]([F:26])([F:25])[F:24])/[CH:3]=[CH:4]/[C:5]([NH:7][CH2:8][CH2:9][NH:10][C:11]1[CH:16]=[CH:15][N:14]=[C:13]([C:17]2([CH3:22])OCC[O:18]2)[CH:12]=1)=[O:6].Cl. The catalyst class is: 95. (5) Reactant: [Na+].[I-:2].ClN1C(=O)CCC1=O.[CH2:11]([O:13][C:14]([C:16]1[NH:17][C:18]2[C:23]([CH:24]=1)=[CH:22][C:21]([Br:25])=[CH:20][CH:19]=2)=[O:15])[CH3:12].[O-]S([O-])(=S)=O.[Na+].[Na+]. Product: [CH2:11]([O:13][C:14]([C:16]1[NH:17][C:18]2[C:23]([C:24]=1[I:2])=[CH:22][C:21]([Br:25])=[CH:20][CH:19]=2)=[O:15])[CH3:12]. The catalyst class is: 21. (6) Reactant: [CH3:1][Si:2]1([CH3:18])[CH2:7][CH:6]2[CH:4]([N:5]2[S:8]([C:11]2[CH:16]=[CH:15][C:14]([CH3:17])=[CH:13][CH:12]=2)(=[O:10])=[O:9])[CH2:3]1.[H-].[Al+3].[Li+].[H-].[H-].[H-]. Product: [CH3:1][Si:2]1([CH3:18])[CH2:7][CH2:6][CH:4]([NH:5][S:8]([C:11]2[CH:16]=[CH:15][C:14]([CH3:17])=[CH:13][CH:12]=2)(=[O:10])=[O:9])[CH2:3]1. The catalyst class is: 1. (7) Reactant: [NH2:1][C:2]1[CH:3]=[CH:4][CH:5]=[C:6]2[C:11]=1[N:10]=[CH:9][CH:8]=[CH:7]2.[CH3:12][C:13]1[C:18]([Cl:19])=[CH:17][CH:16]=[CH:15][C:14]=1[S:20](Cl)(=[O:22])=[O:21]. Product: [Cl:19][C:18]1[C:13]([CH3:12])=[C:14]([S:20]([NH:1][C:2]2[CH:3]=[CH:4][CH:5]=[C:6]3[C:11]=2[N:10]=[CH:9][CH:8]=[CH:7]3)(=[O:22])=[O:21])[CH:15]=[CH:16][CH:17]=1. The catalyst class is: 142. (8) Product: [N:24]1[CH:25]=[CH:26][CH:27]=[C:22]([C:10]2[CH2:9][CH:8]([C:3]3[CH:4]=[CH:5][CH:6]=[CH:7][C:2]=3[OH:1])[N:12]([C:13]([C:15]3[S:19][C:18]([C:20]4[N:28]=[N:29][NH:30][N:21]=4)=[CH:17][CH:16]=3)=[O:14])[N:11]=2)[CH:23]=1. Reactant: [OH:1][C:2]1[CH:7]=[CH:6][CH:5]=[CH:4][C:3]=1[CH:8]1[N:12]([C:13]([C:15]2[S:19][C:18]([C:20]#[N:21])=[CH:17][CH:16]=2)=[O:14])[N:11]=[C:10]([C:22]2[CH:23]=[N:24][CH:25]=[CH:26][CH:27]=2)[CH2:9]1.[N-:28]=[N+:29]=[N-:30].[Na+].[Cl-].[Cl-].[Cl-].[Al+3]. The catalyst class is: 3. (9) Reactant: [Br:1][C:2]1[CH:26]=[CH:25][C:5]([CH2:6][O:7][C:8]2[CH:13]=[CH:12][C:11]([C@@H:14]3[CH2:16][C@H:15]3[NH:17]C(=O)OC(C)(C)C)=[CH:10][CH:9]=2)=[CH:4][CH:3]=1.Cl.C([O-])([O-])=O.[Na+].[Na+]. Product: [Br:1][C:2]1[CH:3]=[CH:4][C:5]([CH2:6][O:7][C:8]2[CH:13]=[CH:12][C:11]([C@@H:14]3[CH2:16][C@H:15]3[NH2:17])=[CH:10][CH:9]=2)=[CH:25][CH:26]=1. The catalyst class is: 38. (10) Reactant: Br[C:2]1[S:6](=[O:8])(=[O:7])[C:5]2[CH:9]=[C:10]([O:13][CH3:14])[CH:11]=[CH:12][C:4]=2[C:3]=1[O:15][C:16]1[CH:21]=[CH:20][C:19]([Br:22])=[CH:18][CH:17]=1.[BH4-].[Na+]. Product: [Br:22][C:19]1[CH:20]=[CH:21][C:16]([O:15][C:3]2[C:4]3[CH:12]=[CH:11][C:10]([O:13][CH3:14])=[CH:9][C:5]=3[S:6](=[O:8])(=[O:7])[CH:2]=2)=[CH:17][CH:18]=1. The catalyst class is: 816.